From a dataset of Catalyst prediction with 721,799 reactions and 888 catalyst types from USPTO. Predict which catalyst facilitates the given reaction. (1) Reactant: [OH-].[Na+].C(O)C.[C:6]([C:9]1[CH:10]=[C:11]([C:15]2[CH:20]=[CH:19][C:18]([CH2:21][C:22]([S:37]([C:40]3[CH:44]=[CH:43][S:42][CH:41]=3)(=[O:39])=[O:38])([NH2:36])[C:23]3[N:28]=[C:27]([NH:29][CH2:30][C:31]([O:33]CC)=[O:32])[CH:26]=[CH:25][CH:24]=3)=[CH:17][CH:16]=2)[CH:12]=[CH:13][CH:14]=1)#[C:7][CH3:8].Cl. Product: [C:6]([C:9]1[CH:10]=[C:11]([C:15]2[CH:16]=[CH:17][C:18]([CH2:21][C:22]([S:37]([C:40]3[CH:44]=[CH:43][S:42][CH:41]=3)(=[O:38])=[O:39])([NH2:36])[C:23]3[N:28]=[C:27]([NH:29][CH2:30][C:31]([OH:33])=[O:32])[CH:26]=[CH:25][CH:24]=3)=[CH:19][CH:20]=2)[CH:12]=[CH:13][CH:14]=1)#[C:7][CH3:8]. The catalyst class is: 6. (2) Reactant: [Cl:1][C:2]1[CH:7]=[CH:6][C:5]([N:8]2[CH2:12][CH2:11][S:10]/[C:9]/2=[N:13]\[C:14]([N:16]2[CH:20]=[CH:19][N:18]=[CH:17]2)=[O:15])=[CH:4][CH:3]=1.[I:21][CH3:22]. Product: [I-:21].[Cl:1][C:2]1[CH:3]=[CH:4][C:5]([N:8]2[CH2:12][CH2:11][S:10]/[C:9]/2=[N:13]\[C:14]([N:16]2[CH:20]=[CH:19][N+:18]([CH3:22])=[CH:17]2)=[O:15])=[CH:6][CH:7]=1. The catalyst class is: 10.